This data is from Catalyst prediction with 721,799 reactions and 888 catalyst types from USPTO. The task is: Predict which catalyst facilitates the given reaction. (1) Reactant: [CH3:1][O:2][C:3]1[CH:4]=[C:5]([CH:9]2[C:18]([CH3:20])([CH3:19])[CH2:17][C:16]3[C:11](=[CH:12][CH:13]=[C:14]([C:21](O)=[O:22])[CH:15]=3)[NH:10]2)[CH:6]=[CH:7][CH:8]=1.C[NH3+].F[P-](F)(F)(F)(F)F.N1(OC(N(C)C)=[N+](C)C)C2N=CC=CC=2N=N1.F[P-](F)(F)(F)(F)F.C(N(CC)CC)C.[CH3:64][C:65]1([OH:70])[CH2:69][CH2:68][NH:67][CH2:66]1. Product: [OH:70][C:65]1([CH3:64])[CH2:69][CH2:68][N:67]([C:21]([C:14]2[CH:15]=[C:16]3[C:11](=[CH:12][CH:13]=2)[NH:10][CH:9]([C:5]2[CH:6]=[CH:7][CH:8]=[C:3]([O:2][CH3:1])[CH:4]=2)[C:18]([CH3:20])([CH3:19])[CH2:17]3)=[O:22])[CH2:66]1. The catalyst class is: 4. (2) Reactant: [N:1]1([S:7]([NH2:10])(=[O:9])=[O:8])[CH2:6][CH2:5][O:4][CH2:3][CH2:2]1.C1(P(C2CCCCC2)C2C=CC=CC=2C2C(C(C)C)=CC(C(C)C)=CC=2C(C)C)CCCCC1.C(=O)([O-])[O-].[Cs+].[Cs+].Cl[C:52]1[N:57]=[C:56]([S:58][CH2:59][C:60]2[CH:65]=[CH:64][CH:63]=[C:62]([F:66])[C:61]=2[F:67])[N:55]=[C:54]([O:68][CH2:69][CH2:70][OH:71])[CH:53]=1.FC1C(F)=CC=CC=1CSC1N=C(NS(C)(=O)=O)C=C(OCCO)N=1. Product: [F:67][C:61]1[C:62]([F:66])=[CH:63][CH:64]=[CH:65][C:60]=1[CH2:59][S:58][C:56]1[N:57]=[C:52]([NH:10][S:7]([N:1]2[CH2:6][CH2:5][O:4][CH2:3][CH2:2]2)(=[O:9])=[O:8])[CH:53]=[C:54]([O:68][CH2:69][CH2:70][OH:71])[N:55]=1. The catalyst class is: 62. (3) Reactant: C([O:4][CH2:5][C:6]1[C:32]([F:33])=[C:31]([NH2:34])[C:9]2[C:10](=[O:30])[CH:11]=[C:12]([C:14]3[CH:19]=[CH:18][C:17]([NH:20][C:21](=[O:28])[CH2:22][CH2:23][CH2:24][N:25]([CH3:27])[CH3:26])=[C:16]([F:29])[CH:15]=3)[O:13][C:8]=2[C:7]=1[F:35])(=O)C.[OH-].[Na+].O. Product: [NH2:34][C:31]1[C:9]2[C:10](=[O:30])[CH:11]=[C:12]([C:14]3[CH:19]=[CH:18][C:17]([NH:20][C:21](=[O:28])[CH2:22][CH2:23][CH2:24][N:25]([CH3:26])[CH3:27])=[C:16]([F:29])[CH:15]=3)[O:13][C:8]=2[C:7]([F:35])=[C:6]([CH2:5][OH:4])[C:32]=1[F:33]. The catalyst class is: 5. (4) Reactant: I[C:2]1[CH:7]=[CH:6][CH:5]=[C:4]([I:8])[CH:3]=1.C(B(CC)[C:12]1[CH:13]=[N:14][CH:15]=[CH:16][CH:17]=1)C.CN(C=O)C. Product: [I:8][C:4]1[CH:3]=[C:2]([C:12]2[CH:13]=[N:14][CH:15]=[CH:16][CH:17]=2)[CH:7]=[CH:6][CH:5]=1. The catalyst class is: 6. (5) Reactant: [NH2:1][C:2]1[CH:3]=[C:4]([CH:8]=[CH:9][C:10]=1[C:11]([O:13][CH3:14])=[O:12])[C:5]([OH:7])=O.CN(C(ON1N=NC2C=CC=NC1=2)=[N+](C)C)C.F[P-](F)(F)(F)(F)F.CCN(C(C)C)C(C)C.[Cl:48][C:49]1[CH:56]=[CH:55][C:52]([CH2:53][NH2:54])=[CH:51][CH:50]=1. Product: [NH2:1][C:2]1[CH:3]=[C:4]([C:5]([NH:54][CH2:53][C:52]2[CH:55]=[CH:56][C:49]([Cl:48])=[CH:50][CH:51]=2)=[O:7])[CH:8]=[CH:9][C:10]=1[C:11]([O:13][CH3:14])=[O:12]. The catalyst class is: 3. (6) Reactant: [Cl:1][C:2]1[C:19]([C:20]([F:23])([F:22])[F:21])=[CH:18][CH:17]=[CH:16][C:3]=1[CH2:4][N:5]1[CH:10]([CH:11]2[CH2:13][CH2:12]2)[CH2:9][NH:8][C:7](=S)[C:6]1=[O:15].[C:24]([NH:32][NH2:33])(=O)[C:25]1[CH:30]=[CH:29][CH:28]=[N:27][CH:26]=1. Product: [Cl:1][C:2]1[C:19]([C:20]([F:23])([F:22])[F:21])=[CH:18][CH:17]=[CH:16][C:3]=1[CH2:4][N:5]1[CH:10]([CH:11]2[CH2:13][CH2:12]2)[CH2:9][N:8]2[C:24]([C:25]3[CH:26]=[N:27][CH:28]=[CH:29][CH:30]=3)=[N:32][N:33]=[C:7]2[C:6]1=[O:15]. The catalyst class is: 51. (7) Reactant: [Cl:1][C:2]1[N:3]=[C:4]([Cl:20])[C:5]2[C:10](I)=[CH:9][N:8]([CH2:12][O:13][CH2:14][CH2:15][Si:16]([CH3:19])([CH3:18])[CH3:17])[C:6]=2[N:7]=1.[N:21]1[CH:26]=[CH:25][C:24](B(O)O)=[CH:23][CH:22]=1.O.O.O.P([O-])([O-])([O-])=O.[K+].[K+].[K+].O1CCOCC1. Product: [Cl:1][C:2]1[N:3]=[C:4]([Cl:20])[C:5]2[C:10]([C:24]3[CH:25]=[CH:26][N:21]=[CH:22][CH:23]=3)=[CH:9][N:8]([CH2:12][O:13][CH2:14][CH2:15][Si:16]([CH3:19])([CH3:18])[CH3:17])[C:6]=2[N:7]=1. The catalyst class is: 6. (8) Reactant: C([O:3][C:4]1[C:13]2[N:12]=[C:11]([C:14]3[CH:19]=[CH:18][C:17]([O:20][CH3:21])=[CH:16][CH:15]=3)[N:10]=[CH:9][C:8]=2[CH2:7][CH2:6][CH:5]=1)C. Product: [CH3:21][O:20][C:17]1[CH:18]=[CH:19][C:14]([C:11]2[N:10]=[CH:9][C:8]3[CH2:7][CH2:6][CH2:5][C:4](=[O:3])[C:13]=3[N:12]=2)=[CH:15][CH:16]=1. The catalyst class is: 86. (9) Reactant: [F:1][C:2]1[C:3]([NH:16][C@H:17]2[CH2:21][CH2:20][NH:19][CH2:18]2)=[C:4]2[C:8](=[C:9]([C:11]([NH2:13])=[O:12])[CH:10]=1)[NH:7][C:6]([CH3:14])=[C:5]2[CH3:15].C([O-])([O-])=O.[Cs+].[Cs+].[N:28]#[C:29]Br.C(#N)C. Product: [C:29]([N:19]1[CH2:20][CH2:21][C@H:17]([NH:16][C:3]2[C:2]([F:1])=[CH:10][C:9]([C:11]([NH2:13])=[O:12])=[C:8]3[C:4]=2[C:5]([CH3:15])=[C:6]([CH3:14])[NH:7]3)[CH2:18]1)#[N:28]. The catalyst class is: 18. (10) Reactant: [CH:1]1([OH:8])[CH2:6][CH2:5][CH:4]([OH:7])[CH2:3][CH2:2]1.[H-].[Na+].Cl[C:12]1[N:17]=[C:16]([Cl:18])[N:15]=[C:14]2[N:19]([CH:22]3[CH2:27][CH2:26][CH2:25][CH2:24][O:23]3)[N:20]=[CH:21][C:13]=12. Product: [Cl:18][C:16]1[N:15]=[C:14]2[N:19]([CH:22]3[CH2:27][CH2:26][CH2:25][CH2:24][O:23]3)[N:20]=[CH:21][C:13]2=[C:12]([O:7][CH:4]2[CH2:5][CH2:6][CH:1]([OH:8])[CH2:2][CH2:3]2)[N:17]=1. The catalyst class is: 1.